This data is from Full USPTO retrosynthesis dataset with 1.9M reactions from patents (1976-2016). The task is: Predict the reactants needed to synthesize the given product. (1) Given the product [Cl:8][C:6]1[C:5]([C:9]([F:12])([F:11])[F:10])=[CH:4][N:3]=[C:2]([NH:13][C:14]2[C:19]([O:20][CH3:21])=[CH:18][C:17]([C:22]3[CH:27]=[CH:26][C:25]([C:28]([NH:30][CH3:31])=[O:29])=[CH:24][CH:23]=3)=[C:16]([CH3:32])[CH:15]=2)[N:7]=1, predict the reactants needed to synthesize it. The reactants are: Cl[C:2]1[N:7]=[C:6]([Cl:8])[C:5]([C:9]([F:12])([F:11])[F:10])=[CH:4][N:3]=1.[NH2:13][C:14]1[C:19]([O:20][CH3:21])=[CH:18][C:17]([C:22]2[CH:27]=[CH:26][C:25]([C:28]([NH:30][CH3:31])=[O:29])=[CH:24][CH:23]=2)=[C:16]([CH3:32])[CH:15]=1.C(N(CC)CC)C. (2) The reactants are: [C:1]1(=O)[CH2:4][CH2:3][CH2:2]1.C(O)(=O)C.[CH:10]12[CH:15]([C:16]([O:18][CH2:19][CH3:20])=[O:17])[CH:14]1[CH2:13][NH:12][CH2:11]2.C(O[BH-](OC(=O)C)OC(=O)C)(=O)C.[Na+].C(=O)(O)[O-].[Na+]. Given the product [CH:1]1([N:12]2[CH2:11][CH:10]3[CH:14]([CH:15]3[C:16]([O:18][CH2:19][CH3:20])=[O:17])[CH2:13]2)[CH2:4][CH2:3][CH2:2]1, predict the reactants needed to synthesize it. (3) Given the product [CH3:47][O:46][C:43]1[CH:42]=[CH:41][C:40]([CH2:39][N:8]([CH2:7][C:6]2[CH:48]=[CH:49][C:3]([O:2][CH3:1])=[CH:4][CH:5]=2)[C:9]2[N:10]=[CH:11][C:12]([C:15]3[C:16]4[CH2:29][CH2:28][N:27]([C:30]5[CH:38]=[CH:37][C:33]([C:34]([N:59]6[CH2:60][CH2:61][CH:56]([N:53]7[CH2:54][CH2:55][O:50][CH2:51][CH2:52]7)[CH2:57][CH2:58]6)=[O:35])=[CH:32][CH:31]=5)[C:17]=4[N:18]=[C:19]([N:21]4[CH2:22][CH2:23][O:24][CH2:25][CH2:26]4)[N:20]=3)=[CH:13][N:14]=2)=[CH:45][CH:44]=1, predict the reactants needed to synthesize it. The reactants are: [CH3:1][O:2][C:3]1[CH:49]=[CH:48][C:6]([CH2:7][N:8]([CH2:39][C:40]2[CH:45]=[CH:44][C:43]([O:46][CH3:47])=[CH:42][CH:41]=2)[C:9]2[N:14]=[CH:13][C:12]([C:15]3[C:16]4[CH2:29][CH2:28][N:27]([C:30]5[CH:38]=[CH:37][C:33]([C:34](O)=[O:35])=[CH:32][CH:31]=5)[C:17]=4[N:18]=[C:19]([N:21]4[CH2:26][CH2:25][O:24][CH2:23][CH2:22]4)[N:20]=3)=[CH:11][N:10]=2)=[CH:5][CH:4]=1.[O:50]1[CH2:55][CH2:54][N:53]([CH:56]2[CH2:61][CH2:60][NH:59][CH2:58][CH2:57]2)[CH2:52][CH2:51]1. (4) Given the product [NH2:27][C@@H:23]([C:10]1[N:11]([CH2:16][C:17]2[S:18][CH:19]=[C:20]([CH3:22])[CH:21]=2)[C:12](=[O:15])[C:13]2[O:14][C:5]3[CH:4]=[CH:3][C:2]([F:1])=[CH:7][C:6]=3[C:8]=2[N:9]=1)[CH:24]([CH3:26])[CH3:25], predict the reactants needed to synthesize it. The reactants are: [F:1][C:2]1[CH:3]=[CH:4][C:5]2[O:14][C:13]3[C:12](=[O:15])[N:11]([CH2:16][C:17]4[S:18][CH:19]=[C:20]([CH3:22])[CH:21]=4)[C:10]([C@H:23]([NH:27]C(=O)OC(C)(C)C)[CH:24]([CH3:26])[CH3:25])=[N:9][C:8]=3[C:6]=2[CH:7]=1.Cl. (5) Given the product [Br:1][C:2]1[CH:7]=[C:6]([NH2:8])[C:5]([NH2:11])=[C:4]([O:12][CH3:13])[CH:3]=1, predict the reactants needed to synthesize it. The reactants are: [Br:1][C:2]1[CH:7]=[C:6]([N+:8]([O-])=O)[C:5]([NH2:11])=[C:4]([O:12][CH3:13])[CH:3]=1. (6) Given the product [Cl:6][C:7]1[CH:8]=[C:9]([CH:30]=[CH:31][C:32]=1[F:33])[NH:10][C:11]1[C:20]2[C:15](=[CH:16][C:17]([O:28][CH3:29])=[CH:18][C:19]=2[O:21][CH:22]2[CH2:23][CH2:24][N:25]([S:2]([CH3:1])(=[O:4])=[O:3])[CH2:26][CH2:27]2)[N:14]=[CH:13][N:12]=1, predict the reactants needed to synthesize it. The reactants are: [CH3:1][S:2](Cl)(=[O:4])=[O:3].[Cl:6][C:7]1[CH:8]=[C:9]([CH:30]=[CH:31][C:32]=1[F:33])[NH:10][C:11]1[C:20]2[C:15](=[CH:16][C:17]([O:28][CH3:29])=[CH:18][C:19]=2[O:21][CH:22]2[CH2:27][CH2:26][NH:25][CH2:24][CH2:23]2)[N:14]=[CH:13][N:12]=1.C(N(CC)CC)C. (7) Given the product [N:42]1[N:43]=[C:44]([NH:47][C:24](=[O:25])[C:19]2[C:18]([O:17][CH2:16][C@H:12]3[CH2:13][CH2:14][CH2:15][N:11]3[C:9]([C@H:6]3[CH2:5][CH2:4][C@H:3]([C:2]([F:27])([F:1])[F:28])[CH2:8][CH2:7]3)=[O:10])=[CH:23][CH:22]=[CH:21][N:20]=2)[NH:45][CH:46]=1, predict the reactants needed to synthesize it. The reactants are: [F:1][C:2]([F:28])([F:27])[C@H:3]1[CH2:8][CH2:7][C@H:6]([C:9]([N:11]2[CH2:15][CH2:14][CH2:13][C@@H:12]2[CH2:16][O:17][C:18]2[C:19]([C:24](O)=[O:25])=[N:20][CH:21]=[CH:22][CH:23]=2)=[O:10])[CH2:5][CH2:4]1.C(Cl)(=O)C(Cl)=O.C(N(CC)CC)C.[N:42]1[N:43]=[C:44]([NH2:47])[NH:45][CH:46]=1.